From a dataset of Forward reaction prediction with 1.9M reactions from USPTO patents (1976-2016). Predict the product of the given reaction. (1) Given the reactants [CH3:1][O:2][C:3]1[CH:4]=[C:5]([CH2:13][CH2:14][C:15]([O:17]CC)=[O:16])[CH:6]=[CH:7][C:8]=1[O:9][CH2:10][CH2:11][CH3:12].[OH-].[Na+], predict the reaction product. The product is: [CH3:1][O:2][C:3]1[CH:4]=[C:5]([CH2:13][CH2:14][C:15]([OH:17])=[O:16])[CH:6]=[CH:7][C:8]=1[O:9][CH2:10][CH2:11][CH3:12]. (2) Given the reactants [F:1][C:2]1[CH:3]=[CH:4][C:5]([O:15][CH2:16][C:17]2[CH:22]=[CH:21][C:20]([F:23])=[CH:19][C:18]=2[F:24])=[C:6]([C:8](=O)[CH2:9][CH2:10][C:11](=O)[CH3:12])[CH:7]=1.[NH2:25][C:26]1[CH:27]=[CH:28][C:29]([CH3:35])=[C:30]([CH:34]=1)[C:31]([OH:33])=[O:32].CC1C=CC(S(O)(=O)=O)=CC=1.Cl, predict the reaction product. The product is: [F:1][C:2]1[CH:3]=[CH:4][C:5]([O:15][CH2:16][C:17]2[CH:22]=[CH:21][C:20]([F:23])=[CH:19][C:18]=2[F:24])=[C:6]([C:8]2[N:25]([C:26]3[CH:34]=[C:30]([C:29]([CH3:35])=[CH:28][CH:27]=3)[C:31]([OH:33])=[O:32])[C:11]([CH3:12])=[CH:10][CH:9]=2)[CH:7]=1. (3) Given the reactants [CH3:1][C:2]1([CH3:19])[O:6][C:5](=[O:7])/[C:4](=[CH:8]/[C:9]([O:11][Si](C(C)(C)C)(C)C)=[O:10])/[O:3]1.C(O)(=O)C.[F-].C([N+](CCCC)(CCCC)CCCC)CCC, predict the reaction product. The product is: [CH3:1][C:2]1([CH3:19])[O:6][C:5](=[O:7])/[C:4](=[CH:8]/[C:9]([OH:11])=[O:10])/[O:3]1. (4) Given the reactants [CH2:1]([O:3][C:4]([C:6]1([C:9]([OH:11])=O)[CH2:8][CH2:7]1)=[O:5])[CH3:2].CN(C(ON1N=NC2C=CC=NC1=2)=[N+](C)C)C.F[P-](F)(F)(F)(F)F.[NH2:36][C:37]1[CH:42]=[CH:41][CH:40]=[CH:39][CH:38]=1.CCN(CC)CC, predict the reaction product. The product is: [C:37]1([NH:36][C:9]([C:6]2([C:4]([O:3][CH2:1][CH3:2])=[O:5])[CH2:7][CH2:8]2)=[O:11])[CH:42]=[CH:41][CH:40]=[CH:39][CH:38]=1. (5) Given the reactants CC1(C)C(C)(C)OB([C:9]2[CH:14]=[CH:13][C:12]([C@H:15]([NH:17][C:18](=[O:24])[O:19][C:20]([CH3:23])([CH3:22])[CH3:21])[CH3:16])=[CH:11][CH:10]=2)O1.[F:26][C:27]1[CH:36]=[CH:35][CH:34]=[C:33](I)[C:28]=1[C:29]([O:31][CH3:32])=[O:30].C(=O)([O-])[O-].[K+].[K+].C1(C)C=CC=CC=1P(C1C=CC=CC=1C)C1C=CC=CC=1C, predict the reaction product. The product is: [C:20]([O:19][C:18]([NH:17][C@@H:15]([C:12]1[CH:11]=[CH:10][C:9]([C:33]2[C:28]([C:29]([O:31][CH3:32])=[O:30])=[C:27]([F:26])[CH:36]=[CH:35][CH:34]=2)=[CH:14][CH:13]=1)[CH3:16])=[O:24])([CH3:21])([CH3:22])[CH3:23]. (6) Given the reactants [NH2:1][C:2]1[N:7]=[C:6]([N:8]2[C:16]3[C:11](=[CH:12][CH:13]=[C:14]([C:17]#[C:18][C:19]([CH3:31])([CH3:30])[C:20](OCC4C=CC=CC=4)=[O:21])[CH:15]=3)[C@@:10]([CH2:33][OH:34])([CH3:32])[CH2:9]2)[C:5]([Cl:35])=[CH:4][N:3]=1.[BH4-].[Na+], predict the reaction product. The product is: [NH2:1][C:2]1[N:7]=[C:6]([N:8]2[C:16]3[C:11](=[CH:12][CH:13]=[C:14]([C:17]#[C:18][C:19]([CH3:30])([CH3:31])[CH2:20][OH:21])[CH:15]=3)[C@@:10]([CH2:33][OH:34])([CH3:32])[CH2:9]2)[C:5]([Cl:35])=[CH:4][N:3]=1.